Dataset: Forward reaction prediction with 1.9M reactions from USPTO patents (1976-2016). Task: Predict the product of the given reaction. (1) Given the reactants [CH3:1][CH:2]1[CH2:10][C:9]2[C:4](=[CH:5][CH:6]=[C:7]([C:11]([O:20][Si](CC)(CC)CC)([C:16]([F:19])([F:18])[F:17])[C:12]([F:15])([F:14])[F:13])[CH:8]=2)[N:3]1[CH:28]([C:31]1[CH:36]=[CH:35][CH:34]=[CH:33][CH:32]=1)[CH2:29][OH:30].CCCC[N+](CCCC)(CCCC)CCCC.[F-].CCOCC.[NH4+].[Cl-], predict the reaction product. The product is: [F:15][C:12]([F:13])([F:14])[C:11]([C:7]1[CH:8]=[C:9]2[C:4](=[CH:5][CH:6]=1)[N:3]([CH:28]([C:31]1[CH:36]=[CH:35][CH:34]=[CH:33][CH:32]=1)[CH2:29][OH:30])[CH:2]([CH3:1])[CH2:10]2)([OH:20])[C:16]([F:19])([F:18])[F:17]. (2) The product is: [Cl:19][C:20]1[CH:21]=[CH:22][C:23]([N:26]2[CH2:31][CH2:30][N:29]([CH2:2][CH2:3][CH2:4][CH2:5][CH2:6][C:7]3([CH2:17][CH3:18])[C:15]4[C:10](=[CH:11][CH:12]=[CH:13][CH:14]=4)[NH:9][C:8]3=[O:16])[CH2:28][CH2:27]2)=[CH:24][CH:25]=1. Given the reactants Cl[CH2:2][CH2:3][CH2:4][CH2:5][CH2:6][C:7]1([CH2:17][CH3:18])[C:15]2[C:10](=[CH:11][CH:12]=[CH:13][CH:14]=2)[NH:9][C:8]1=[O:16].[Cl:19][C:20]1[CH:25]=[CH:24][C:23]([N:26]2[CH2:31][CH2:30][NH:29][CH2:28][CH2:27]2)=[CH:22][CH:21]=1, predict the reaction product.